This data is from Forward reaction prediction with 1.9M reactions from USPTO patents (1976-2016). The task is: Predict the product of the given reaction. (1) Given the reactants C(=O)([O-])[O-].[Na+].[Na+].F[C:8](F)(F)[S:9]([O-])(=O)=O.C(B(CC)[C:18]1[CH:19]=[N:20][CH:21]=[CH:22][CH:23]=1)C.C(O[CH2:29][CH3:30])C, predict the reaction product. The product is: [N:20]1[CH:21]=[CH:22][CH:23]=[C:18]([C:19]2[CH:18]=[CH:23][C:22]3[C:21]([C:18]4[CH:19]=[N:20][CH:21]=[CH:22][CH:23]=4)=[CH:8][S:9][C:29]=3[CH:30]=2)[CH:19]=1. (2) Given the reactants [CH2:1]([O:8][C:9]([N:11]1[CH2:16][CH2:15][CH:14]([C:17]([C:19]([OH:21])=[O:20])=[CH2:18])[CH2:13][CH2:12]1)=[O:10])[C:2]1[CH:7]=[CH:6][CH:5]=[CH:4][CH:3]=1.[C:22]([OH:25])(=[S:24])[CH3:23], predict the reaction product. The product is: [CH2:1]([O:8][C:9]([N:11]1[CH2:12][CH2:13][CH:14]([CH:17]([C:19]([OH:21])=[O:20])[CH2:18][S:24][C:22](=[O:25])[CH3:23])[CH2:15][CH2:16]1)=[O:10])[C:2]1[CH:3]=[CH:4][CH:5]=[CH:6][CH:7]=1. (3) Given the reactants [Cl:1][C:2]1[CH:11]=[C:10]([Cl:12])[C:9]2[C:4](=[CH:5][C:6](OC)=[CH:7][CH:8]=2)[N:3]=1.N1CC[O:18][CH2:17]C1.CCN(C(C)C)C(C)C, predict the reaction product. The product is: [Cl:1][C:2]1[CH:11]=[C:10]([Cl:12])[C:9]2[C:4](=[CH:5][CH:6]=[CH:7][C:8]=2[O:18][CH3:17])[N:3]=1. (4) The product is: [CH3:48][O:47][CH2:46][CH2:45][O:44][CH2:43][CH2:42][O:41][CH2:40][CH2:39][N:31]([CH2:32][C:33]([CH3:38])([S:35][S:36][CH3:37])[CH3:34])[C:30]1[CH:29]=[C:28]([CH2:27][OH:26])[CH:51]=[C:50]([CH2:52][OH:53])[CH:49]=1. Given the reactants [F-].C([N+](CCCC)(CCCC)CCCC)CCC.[Si]([O:26][CH2:27][C:28]1[CH:29]=[C:30]([CH:49]=[C:50]([CH2:52][O:53][Si](C(C)(C)C)(C)C)[CH:51]=1)[N:31]([CH2:39][CH2:40][O:41][CH2:42][CH2:43][O:44][CH2:45][CH2:46][O:47][CH3:48])[CH2:32][C:33]([CH3:38])([S:35][S:36][CH3:37])[CH3:34])(C(C)(C)C)(C)C, predict the reaction product. (5) Given the reactants [Cl:1][C:2]1[CH:3]=[C:4]([N:9]2[C:13](=[O:14])[CH:12]([C:15]3[CH:20]=[CH:19][C:18]([OH:21])=[CH:17][CH:16]=3)[N:11]([CH3:22])[C:10]2=[O:23])[CH:5]=[CH:6][C:7]=1[Cl:8].C(N(CC)CC)C.[CH2:31]([N:35]=[C:36]=[O:37])[CH2:32][CH2:33][CH3:34], predict the reaction product. The product is: [CH2:31]([NH:35][C:36](=[O:37])[O:21][C:18]1[CH:17]=[CH:16][C:15]([CH:12]2[C:13](=[O:14])[N:9]([C:4]3[CH:5]=[CH:6][C:7]([Cl:8])=[C:2]([Cl:1])[CH:3]=3)[C:10](=[O:23])[N:11]2[CH3:22])=[CH:20][CH:19]=1)[CH2:32][CH2:33][CH3:34]. (6) Given the reactants [CH:1]1([N:4]2[CH2:9][C:8]3([CH2:14][CH2:13][N:12]([S:15]([C:18]4[CH:23]=[CH:22][C:21](B5OC(C)(C)C(C)(C)O5)=[CH:20][CH:19]=4)(=[O:17])=[O:16])[CH2:11][CH2:10]3)[O:7][CH2:6][C:5]2=[O:33])[CH2:3][CH2:2]1.Br[C:35]1[CH:44]=[C:43]2[C:38]([CH:39]=[C:40]([C:45]([NH2:47])=[O:46])[CH:41]=[N:42]2)=[CH:37][CH:36]=1.C(=O)([O-])[O-].[K+].[K+], predict the reaction product. The product is: [CH:1]1([N:4]2[CH2:9][C:8]3([CH2:10][CH2:11][N:12]([S:15]([C:18]4[CH:19]=[CH:20][C:21]([C:35]5[CH:44]=[C:43]6[C:38]([CH:39]=[C:40]([C:45]([NH2:47])=[O:46])[CH:41]=[N:42]6)=[CH:37][CH:36]=5)=[CH:22][CH:23]=4)(=[O:16])=[O:17])[CH2:13][CH2:14]3)[O:7][CH2:6][C:5]2=[O:33])[CH2:2][CH2:3]1. (7) Given the reactants [CH2:1]([O:3][C:4]1[CH:13]=[C:12]2[C:7]([C:8]([C:25]([O:27][CH3:28])=[O:26])=[C:9]([CH3:24])[C:10]([C:14]3[CH:19]=[CH:18][CH:17]=[C:16]([C:20]([F:23])([F:22])[F:21])[CH:15]=3)=[N:11]2)=[CH:6][C:5]=1SCC)[CH3:2].O[O:33][S:34]([O-:36])=O.[K+].O1CC[CH2:40][CH2:39]1, predict the reaction product. The product is: [CH2:1]([O:3][C:4]1[CH:13]=[C:12]2[C:7]([C:8]([C:25]([O:27][CH3:28])=[O:26])=[C:9]([CH3:24])[C:10]([C:14]3[CH:19]=[CH:18][CH:17]=[C:16]([C:20]([F:22])([F:21])[F:23])[CH:15]=3)=[N:11]2)=[CH:6][C:5]=1[S:34]([CH2:39][CH3:40])(=[O:36])=[O:33])[CH3:2].